From a dataset of Forward reaction prediction with 1.9M reactions from USPTO patents (1976-2016). Predict the product of the given reaction. (1) Given the reactants [CH3:1][C:2]1[CH:7]=[CH:6][CH:5]=[C:4]([CH3:8])[C:3]=1[C:9]1[CH:10]=[C:11]2[C:17]([C:18](=[O:24])[CH:19]([CH2:22][CH3:23])[CH2:20][CH3:21])=[CH:16][NH:15][C:12]2=[CH:13][N:14]=1.Cl[C:26]1[N:27]=[N:28][C:29]([O:32][CH:33]([CH3:35])[CH3:34])=[CH:30][CH:31]=1.C([O-])([O-])=O.[Cs+].[Cs+], predict the reaction product. The product is: [CH3:8][C:4]1[CH:5]=[CH:6][CH:7]=[C:2]([CH3:1])[C:3]=1[C:9]1[CH:10]=[C:11]2[C:17]([C:18](=[O:24])[CH:19]([CH2:22][CH3:23])[CH2:20][CH3:21])=[CH:16][N:15]([C:26]3[N:27]=[N:28][C:29]([O:32][CH:33]([CH3:35])[CH3:34])=[CH:30][CH:31]=3)[C:12]2=[CH:13][N:14]=1. (2) Given the reactants [F:1][C:2]1[C:15]2[NH:14][CH2:13][C:12]3[C:8]4=[C:9]([C:16](=[O:20])[N:17]([CH3:19])[CH:18]=[C:7]4[C:6]=2[CH:5]=[C:4]([F:21])[CH:3]=1)[NH:10][CH:11]=3.[C:22]([O:26][C:27](O[C:27]([O:26][C:22]([CH3:25])([CH3:24])[CH3:23])=[O:28])=[O:28])([CH3:25])([CH3:24])[CH3:23].C(N(C(C)C)C(C)C)C, predict the reaction product. The product is: [F:1][C:2]1[C:15]2[NH:14][CH2:13][C:12]3[C:8]4=[C:9]([C:16](=[O:20])[N:17]([CH3:19])[CH:18]=[C:7]4[C:6]=2[CH:5]=[C:4]([F:21])[CH:3]=1)[N:10]([C:27]([O:26][C:22]([CH3:25])([CH3:24])[CH3:23])=[O:28])[CH:11]=3. (3) Given the reactants [OH:1][C:2]1[N:3]=[C:4]([C:18]2[CH:23]=[CH:22][CH:21]=[CH:20][CH:19]=2)[NH:5][C:6](=[O:17])[C:7]=1[C:8]([NH:10][CH2:11][C:12]([O:14]CC)=[O:13])=[O:9].N(CC(OCC)=O)=C=O.C(N(CC)C(C)C)(C)C.Cl, predict the reaction product. The product is: [OH:1][C:2]1[N:3]=[C:4]([C:18]2[CH:23]=[CH:22][CH:21]=[CH:20][CH:19]=2)[NH:5][C:6](=[O:17])[C:7]=1[C:8]([NH:10][CH2:11][C:12]([OH:14])=[O:13])=[O:9]. (4) Given the reactants C(OC([NH:8][CH2:9][CH2:10][CH2:11][C@H:12]([NH:16][C:17]([C:19]1[C:20](=[O:33])[N:21]([CH2:25][C:26]2[CH:31]=[CH:30][CH:29]=[C:28]([Cl:32])[CH:27]=2)[CH:22]=[CH:23][CH:24]=1)=[O:18])[C:13]([OH:15])=[O:14])=O)(C)(C)C.[C:34]([OH:40])([C:36]([F:39])([F:38])[F:37])=[O:35], predict the reaction product. The product is: [NH2:8][CH2:9][CH2:10][CH2:11][C@H:12]([NH:16][C:17]([C:19]1[C:20](=[O:33])[N:21]([CH2:25][C:26]2[CH:31]=[CH:30][CH:29]=[C:28]([Cl:32])[CH:27]=2)[CH:22]=[CH:23][CH:24]=1)=[O:18])[C:13]([OH:15])=[O:14].[C:34]([OH:40])([C:36]([F:39])([F:38])[F:37])=[O:35].